From a dataset of Catalyst prediction with 721,799 reactions and 888 catalyst types from USPTO. Predict which catalyst facilitates the given reaction. (1) Reactant: C(OC(=O)[NH:7][C:8]1[CH:13]=[CH:12][C:11]([C:14]([F:17])([F:16])[F:15])=[CH:10][C:9]=1[NH:18][C:19](=[O:38])[CH2:20][C:21]([C:23]1[CH:28]=[CH:27][CH:26]=[C:25]([C:29]2[CH:30]=[N:31][C:32]([CH:35]3[CH2:37][CH2:36]3)=[CH:33][CH:34]=2)[CH:24]=1)=O)(C)(C)C.C(O)(C(F)(F)F)=O. Product: [CH:35]1([C:32]2[N:31]=[CH:30][C:29]([C:25]3[CH:24]=[C:23]([C:21]4[CH2:20][C:19](=[O:38])[NH:18][C:9]5[CH:10]=[C:11]([C:14]([F:16])([F:17])[F:15])[CH:12]=[CH:13][C:8]=5[N:7]=4)[CH:28]=[CH:27][CH:26]=3)=[CH:34][CH:33]=2)[CH2:36][CH2:37]1. The catalyst class is: 2. (2) The catalyst class is: 1. Product: [CH3:14][CH:15]1[CH2:20][CH:19]([CH3:21])[CH2:18][N:17]([C:2]2[C:7]([N+:8]([O-:10])=[O:9])=[CH:6][C:5]([N+:11]([O-:13])=[O:12])=[CH:4][N:3]=2)[CH2:16]1. Reactant: Cl[C:2]1[C:7]([N+:8]([O-:10])=[O:9])=[CH:6][C:5]([N+:11]([O-:13])=[O:12])=[CH:4][N:3]=1.[CH3:14][CH:15]1[CH2:20][CH:19]([CH3:21])[CH2:18][NH:17][CH2:16]1. (3) Reactant: Cl[C:2]1[CH:7]=[CH:6][C:5]([N+:8]([O-:10])=[O:9])=[CH:4][N:3]=1.Cl.[NH2:12][CH:13]1[CH2:18][CH:17]2[CH2:19][CH:14]1[CH2:15][CH2:16]2.C(=O)([O-])[O-].[K+].[K+]. Product: [CH:14]12[CH2:19][CH:17]([CH2:16][CH2:15]1)[CH2:18][CH:13]2[NH:12][C:2]1[CH:7]=[CH:6][C:5]([N+:8]([O-:10])=[O:9])=[CH:4][N:3]=1. The catalyst class is: 31. (4) Reactant: [NH2:1][C:2]1[C:7]2[C:8](=[O:11])[CH2:9][O:10][C:6]=2[CH:5]=[CH:4][C:3]=1[Cl:12].C(N(CC)CC)C.[F:20][C:21]([F:32])([F:31])[C:22](O[C:22](=[O:23])[C:21]([F:32])([F:31])[F:20])=[O:23]. Product: [Cl:12][C:3]1[CH:4]=[CH:5][C:6]2[O:10][CH2:9][C:8](=[O:11])[C:7]=2[C:2]=1[NH:1][C:22](=[O:23])[C:21]([F:32])([F:31])[F:20]. The catalyst class is: 4. (5) Reactant: [F:1][C:2]1[CH:3]=[CH:4][C:5]([O:9][CH2:10][CH2:11][CH3:12])=[C:6]([CH:8]=1)[NH2:7].[C:13](OCC)(=[O:18])[CH2:14][C:15]([CH3:17])=O. Product: [F:1][C:2]1[CH:3]=[CH:4][C:5]([O:9][CH2:10][CH2:11][CH3:12])=[C:6]2[C:8]=1[C:13](=[O:18])[CH:14]=[C:15]([CH3:17])[NH:7]2. The catalyst class is: 48. (6) Product: [F:1][C:2]1[CH:3]=[C:4]2[C:8](=[CH:9][C:10]=1[NH:11][C:12](=[O:13])[C:14]([OH:17])([CH3:16])[CH3:15])[NH:7][C:6](=[O:21])[CH2:5]2. Reactant: [F:1][C:2]1[CH:3]=[C:4]2[C:8](=[CH:9][C:10]=1[NH:11][C:12]([C:14]([O:17]C(=O)C)([CH3:16])[CH3:15])=[O:13])[NH:7][C:6](=[O:21])[CH2:5]2.[OH-].[Na+].Cl. The catalyst class is: 5.